The task is: Predict which catalyst facilitates the given reaction.. This data is from Catalyst prediction with 721,799 reactions and 888 catalyst types from USPTO. (1) Reactant: [CH3:1][N:2]1[C:7](=[O:8])[C:6]([NH:9][C:10]2[CH:19]=[C:13]3[CH2:14][N:15]([CH3:18])[CH2:16][CH2:17][N:12]3[N:11]=2)=[CH:5][C:4]([C:20]2[C:25]([CH:26]=[O:27])=[C:24]([N:28]3[C:40](=[O:41])[C:32]4[CH:33]=[C:34]5[N:39]([C:31]=4[CH:30]=[N:29]3)[CH2:38][CH2:37][CH2:36][CH2:35]5)[N:23]=[CH:22][CH:21]=2)=[CH:3]1.[BH4-].[Na+]. Product: [OH:27][CH2:26][C:25]1[C:24]([N:28]2[C:40](=[O:41])[C:32]3[CH:33]=[C:34]4[N:39]([C:31]=3[CH:30]=[N:29]2)[CH2:38][CH2:37][CH2:36][CH2:35]4)=[N:23][CH:22]=[CH:21][C:20]=1[C:4]1[CH:5]=[C:6]([NH:9][C:10]2[CH:19]=[C:13]3[CH2:14][N:15]([CH3:18])[CH2:16][CH2:17][N:12]3[N:11]=2)[C:7](=[O:8])[N:2]([CH3:1])[CH:3]=1. The catalyst class is: 5. (2) Reactant: C(=O)([O-])[O-].[K+].[K+].I[CH2:8][CH2:9][CH3:10].[CH2:11]([O:13][C:14]([C:16]1[N:17]=[C:18]([CH2:21][C:22]2[CH:27]=[CH:26][C:25]([Br:28])=[CH:24][CH:23]=2)[NH:19][CH:20]=1)=[O:15])[CH3:12].CN(C=O)C. Product: [CH2:11]([O:13][C:14]([C:16]1[N:17]=[C:18]([CH2:21][C:22]2[CH:23]=[CH:24][C:25]([Br:28])=[CH:26][CH:27]=2)[N:19]([CH2:8][CH2:9][CH3:10])[CH:20]=1)=[O:15])[CH3:12].[CH2:11]([O:13][C:14]([C:16]1[N:17]([CH2:8][CH2:9][CH3:10])[C:18]([CH2:21][C:22]2[CH:23]=[CH:24][C:25]([Br:28])=[CH:26][CH:27]=2)=[N:19][CH:20]=1)=[O:15])[CH3:12]. The catalyst class is: 25. (3) Reactant: [CH2:1]([O:5][C:6]1[CH:11]=[CH:10][C:9]([CH2:12][C@H:13]([NH:18][C:19]([C@@H:21](/[CH:31]=[CH:32]/[CH2:33][CH2:34][CH2:35][CH2:36][CH2:37][CH2:38][C:39]([F:48])([F:47])[CH2:40][CH2:41][CH2:42][CH2:43][CH2:44][CH2:45][CH3:46])[C@@:22]([OH:30])([CH2:26][CH2:27][O:28][CH3:29])[C:23]([O-:25])=[O:24])=[O:20])[C:14]([O:16][CH3:17])=[O:15])=[CH:8][CH:7]=1)[C:2]#[C:3][CH3:4].FC(F)(F)C(O)=O. Product: [CH2:1]([O:5][C:6]1[CH:7]=[CH:8][C:9]([CH2:12][C@H:13]([NH:18][C:19]([C@@H:21](/[CH:31]=[CH:32]/[CH2:33][CH2:34][CH2:35][CH2:36][CH2:37][CH2:38][C:39]([F:47])([F:48])[CH2:40][CH2:41][CH2:42][CH2:43][CH2:44][CH2:45][CH3:46])[C@@:22]([OH:30])([CH2:26][CH2:27][O:28][CH3:29])[C:23]([OH:25])=[O:24])=[O:20])[C:14]([O:16][CH3:17])=[O:15])=[CH:10][CH:11]=1)[C:2]#[C:3][CH3:4]. The catalyst class is: 4. (4) Reactant: Cl[C:2]1[C:11]2[C:6](=[CH:7][C:8]([CH3:12])=[CH:9][CH:10]=2)[N:5]=[C:4]([C:13]2[CH:18]=[CH:17][CH:16]=[CH:15][C:14]=2[OH:19])[N:3]=1.[C:20]([O:24][C:25](=[O:32])[NH:26][C@H:27]1[CH2:31][CH2:30][NH:29][CH2:28]1)([CH3:23])([CH3:22])[CH3:21].C(N(CC)CC)C. Product: [C:20]([O:24][C:25](=[O:32])[NH:26][C@H:27]1[CH2:31][CH2:30][N:29]([C:2]2[C:11]3[C:6](=[CH:7][C:8]([CH3:12])=[CH:9][CH:10]=3)[N:5]=[C:4]([C:13]3[CH:18]=[CH:17][CH:16]=[CH:15][C:14]=3[OH:19])[N:3]=2)[CH2:28]1)([CH3:23])([CH3:21])[CH3:22]. The catalyst class is: 34. (5) Reactant: [CH3:1][N:2]1[C:6]([CH3:7])=[C:5]([C:8]([OH:10])=O)[C:4]([CH3:11])=[N:3]1.S(Cl)(Cl)=O.[NH2:16][C:17]1[CH:18]=[C:19]([CH:32]=[CH:33][CH:34]=1)[C:20]([C:22]1[CH:30]=[C:29]2[C:25]([CH2:26][C:27](=[O:31])[NH:28]2)=[CH:24][CH:23]=1)=[O:21]. Product: [O:31]=[C:27]1[CH2:26][C:25]2[C:29](=[CH:30][C:22]([C:20]([C:19]3[CH:18]=[C:17]([NH:16][C:8]([C:5]4[C:4]([CH3:11])=[N:3][N:2]([CH3:1])[C:6]=4[CH3:7])=[O:10])[CH:34]=[CH:33][CH:32]=3)=[O:21])=[CH:23][CH:24]=2)[NH:28]1. The catalyst class is: 1. (6) Reactant: [F:1][CH:2]([F:14])[C:3]1[NH:7][C:6]2[CH:8]=[CH:9][CH:10]=[C:11]([O:12][CH3:13])[C:5]=2[N:4]=1.[Cl:15][C:16]1[N:21]=[C:20](Cl)[N:19]=[C:18]([N:23]2[CH2:28][CH2:27][N:26]([C:29]([O:31][C:32]([CH3:35])([CH3:34])[CH3:33])=[O:30])[CH2:25][CH2:24]2)[N:17]=1.C([O-])([O-])=O.[K+].[K+].O. Product: [Cl:15][C:16]1[N:21]=[C:20]([N:7]2[C:6]3[CH:8]=[CH:9][CH:10]=[C:11]([O:12][CH3:13])[C:5]=3[N:4]=[C:3]2[CH:2]([F:1])[F:14])[N:19]=[C:18]([N:23]2[CH2:24][CH2:25][N:26]([C:29]([O:31][C:32]([CH3:35])([CH3:34])[CH3:33])=[O:30])[CH2:27][CH2:28]2)[N:17]=1. The catalyst class is: 3.